From a dataset of Forward reaction prediction with 1.9M reactions from USPTO patents (1976-2016). Predict the product of the given reaction. (1) Given the reactants [CH3:1]N(C)C=O.[Br:6][C:7]1[CH:12]=[CH:11][C:10]([OH:13])=[C:9]([O:14][CH:15]2[CH2:18][CH2:17][CH2:16]2)[CH:8]=1.C(=O)([O-])[O-].[K+].[K+].CI, predict the reaction product. The product is: [Br:6][C:7]1[CH:12]=[CH:11][C:10]([O:13][CH3:1])=[C:9]([O:14][CH:15]2[CH2:18][CH2:17][CH2:16]2)[CH:8]=1. (2) Given the reactants [CH3:1][C:2]1[C:7]([NH:8][C:9](=[O:15])[O:10][C:11]([CH3:14])([CH3:13])[CH3:12])=[C:6]([CH3:16])[N:5]=[C:4]([O:17][CH2:18][C:19]([N:21]([CH3:28])[CH:22]2[CH2:27][CH2:26][NH:25][CH2:24][CH2:23]2)=[O:20])[N:3]=1.[C:29](Cl)(=[O:31])[CH3:30], predict the reaction product. The product is: [C:29]([N:25]1[CH2:24][CH2:23][CH:22]([N:21]([CH3:28])[C:19](=[O:20])[CH2:18][O:17][C:4]2[N:3]=[C:2]([CH3:1])[C:7]([NH:8][C:9](=[O:15])[O:10][C:11]([CH3:14])([CH3:12])[CH3:13])=[C:6]([CH3:16])[N:5]=2)[CH2:27][CH2:26]1)(=[O:31])[CH3:30]. (3) The product is: [CH3:4][CH2:5][O:22][C:20]([CH3:21])=[O:23].[CH3:8][CH2:9][CH2:4][CH2:5][CH2:6][CH3:7]. Given the reactants BrBr.F[C:4]1[CH:9]=[CH:8][C:7]([C:4]2[CH:9]=[CH:8][C:7](OC)=[C:6](OC)[CH:5]=2)=[CH:6][CH:5]=1.[C:20]([OH:23])(=[O:22])[CH3:21], predict the reaction product. (4) Given the reactants [N+:1]([C:4]1[CH:12]=[CH:11][C:7]([C:8](Cl)=[O:9])=[CH:6][CH:5]=1)([O-:3])=[O:2].[CH3:13][N:14]([CH3:19])[CH2:15][CH2:16][NH:17][CH3:18], predict the reaction product. The product is: [CH3:13][N:14]([CH3:19])[CH2:15][CH2:16][N:17]([CH3:18])[C:8](=[O:9])[C:7]1[CH:11]=[CH:12][C:4]([N+:1]([O-:3])=[O:2])=[CH:5][CH:6]=1. (5) Given the reactants [CH3:1][O:2][C:3]1[CH:4]=[C:5]2[C:10](=[CH:11][C:12]=1[O:13][CH3:14])[N:9]=[CH:8][CH:7]=[C:6]2[O:15][C:16]1[CH:25]=[C:24]2[C:19]([CH:20]=[CH:21][C:22]([NH2:26])=[CH:23]2)=[CH:18][CH:17]=1.[F:27][C:28]1[CH:29]=[C:30]([N:34]=[C:35]=[O:36])[CH:31]=[CH:32][CH:33]=1, predict the reaction product. The product is: [CH3:1][O:2][C:3]1[CH:4]=[C:5]2[C:10](=[CH:11][C:12]=1[O:13][CH3:14])[N:9]=[CH:8][CH:7]=[C:6]2[O:15][C:16]1[CH:25]=[C:24]2[C:19]([CH:20]=[CH:21][C:22]([NH:26][C:35]([NH:34][C:30]3[CH:31]=[CH:32][CH:33]=[C:28]([F:27])[CH:29]=3)=[O:36])=[CH:23]2)=[CH:18][CH:17]=1. (6) The product is: [F:3][C:4]1[CH:10]=[CH:9][C:7]([NH:8][CH3:16])=[C:6]([I:11])[CH:5]=1. Given the reactants C[Li].[F:3][C:4]1[CH:10]=[CH:9][C:7]([NH2:8])=[C:6]([I:11])[CH:5]=1.S(OC)(O[CH3:16])(=O)=O.O, predict the reaction product. (7) Given the reactants [C:1]1([C:17]2[CH:22]=[CH:21][CH:20]=[CH:19][CH:18]=2)[CH:6]=[CH:5][C:4]([O:7][CH2:8][C:9]2[O:13][C:12]([C:14]([OH:16])=O)=[CH:11][CH:10]=2)=[CH:3][CH:2]=1.[NH:23]1[CH2:33][CH2:32][CH2:31][CH2:30][CH:24]1[C:25]([O:27][CH2:28][CH3:29])=[O:26].Cl.C(N=C=NCCCN(C)C)C, predict the reaction product. The product is: [CH2:28]([O:27][C:25]([CH:24]1[CH2:30][CH2:31][CH2:32][CH2:33][N:23]1[C:14]([C:12]1[O:13][C:9]([CH2:8][O:7][C:4]2[CH:3]=[CH:2][C:1]([C:17]3[CH:22]=[CH:21][CH:20]=[CH:19][CH:18]=3)=[CH:6][CH:5]=2)=[CH:10][CH:11]=1)=[O:16])=[O:26])[CH3:29]. (8) Given the reactants Cl.[NH2:2][OH:3].C(=O)([O-])[O-].[K+].[K+].[CH3:10][C:11]1[CH:12]=[C:13]([C:28]2[CH:29]=[CH:30][C:31]([CH2:34][CH2:35][C:36]#[N:37])=[N:32][CH:33]=2)[CH:14]=[C:15]([NH:17][C:18]2[N:23]=[C:22]([C:24]([F:27])([F:26])[F:25])[CH:21]=[CH:20][N:19]=2)[CH:16]=1, predict the reaction product. The product is: [OH:3][NH:2][C:36](=[NH:37])[CH2:35][CH2:34][C:31]1[CH:30]=[CH:29][C:28]([C:13]2[CH:14]=[C:15]([NH:17][C:18]3[N:23]=[C:22]([C:24]([F:26])([F:25])[F:27])[CH:21]=[CH:20][N:19]=3)[CH:16]=[C:11]([CH3:10])[CH:12]=2)=[CH:33][N:32]=1.